From a dataset of Full USPTO retrosynthesis dataset with 1.9M reactions from patents (1976-2016). Predict the reactants needed to synthesize the given product. (1) The reactants are: [CH3:1][NH2:2].CO.[Cl:5][C:6]1[CH:11]=[C:10](I)[C:9]([C:13]([F:16])([F:15])[F:14])=[CH:8][N:7]=1. Given the product [Cl:5][C:6]1[CH:11]=[C:10]([NH:2][CH3:1])[C:9]([C:13]([F:16])([F:15])[F:14])=[CH:8][N:7]=1, predict the reactants needed to synthesize it. (2) Given the product [Cl:1][C:2]1[O:12][C:5]2=[C:6]([OH:10])[N:7]=[CH:8][CH:9]=[C:4]2[CH:3]=1, predict the reactants needed to synthesize it. The reactants are: [Cl:1][C:2]1[O:12][C:5]2=[C:6]([O:10]C)[N:7]=[CH:8][CH:9]=[C:4]2[CH:3]=1.B(Br)(Br)Br.